From a dataset of Full USPTO retrosynthesis dataset with 1.9M reactions from patents (1976-2016). Predict the reactants needed to synthesize the given product. (1) Given the product [CH3:42][C:41]1[CH:40]=[CH:39][C:17]([C:18]([NH:20][C:21]2[CH:26]=[CH:25][C:24]([CH2:27][N:28]3[CH2:33][CH2:32][N:31]([CH3:34])[CH2:30][CH2:29]3)=[C:23]([C:35]([F:36])([F:38])[F:37])[CH:22]=2)=[O:19])=[CH:16][C:15]=1[C:13]#[C:14][C:2]1[CH:3]=[CH:4][C:5]([C:8]2[N:12]=[CH:11][NH:10][N:9]=2)=[N:6][CH:7]=1, predict the reactants needed to synthesize it. The reactants are: Br[C:2]1[CH:3]=[CH:4][C:5]([C:8]2[N:12]=[CH:11][NH:10][N:9]=2)=[N:6][CH:7]=1.[C:13]([C:15]1[CH:16]=[C:17]([CH:39]=[CH:40][C:41]=1[CH3:42])[C:18]([NH:20][C:21]1[CH:26]=[CH:25][C:24]([CH2:27][N:28]2[CH2:33][CH2:32][N:31]([CH3:34])[CH2:30][CH2:29]2)=[C:23]([C:35]([F:38])([F:37])[F:36])[CH:22]=1)=[O:19])#[CH:14]. (2) The reactants are: [C:1]([N:9]=[C:10]=[S:11])(=[O:8])[C:2]1[CH:7]=[CH:6][CH:5]=[CH:4][CH:3]=1.[NH2:12][C@@:13]1([C:24]2[CH:29]=[CH:28][C:27]([F:30])=[CH:26][C:25]=2[F:31])[CH2:18][O:17][C@@H:16]([CH:19]2[CH2:21][CH2:20]2)[CH2:15][C@H:14]1[CH2:22][OH:23]. Given the product [CH:19]1([C@@H:16]2[O:17][CH2:18][C@@:13]([NH:12][C:10]([NH:9][C:1](=[O:8])[C:2]3[CH:7]=[CH:6][CH:5]=[CH:4][CH:3]=3)=[S:11])([C:24]3[CH:29]=[CH:28][C:27]([F:30])=[CH:26][C:25]=3[F:31])[C@H:14]([CH2:22][OH:23])[CH2:15]2)[CH2:21][CH2:20]1, predict the reactants needed to synthesize it. (3) Given the product [CH2:24]([O:26][C:27]1[CH:32]=[C:31]([C:33]([N:16]2[CH2:15][CH2:14][C:13]3([CH2:12][C:11](=[O:23])[C:10]4[C:20](=[CH:21][CH:22]=[C:8]([C:6]5[CH:5]=[N:4][N:3]([CH3:2])[CH:7]=5)[CH:9]=4)[O:19]3)[CH2:18][CH2:17]2)=[O:34])[CH:30]=[C:29]([O:36][CH2:37][CH3:38])[C:28]=1[C:39]1[CH:44]=[CH:43][C:42]([F:45])=[C:41]([C:46]([O:48][CH3:49])=[O:47])[CH:40]=1)[CH3:25], predict the reactants needed to synthesize it. The reactants are: Cl.[CH3:2][N:3]1[CH:7]=[C:6]([C:8]2[CH:9]=[C:10]3[C:20](=[CH:21][CH:22]=2)[O:19][C:13]2([CH2:18][CH2:17][NH:16][CH2:15][CH2:14]2)[CH2:12][C:11]3=[O:23])[CH:5]=[N:4]1.[CH2:24]([O:26][C:27]1[CH:32]=[C:31]([C:33](O)=[O:34])[CH:30]=[C:29]([O:36][CH2:37][CH3:38])[C:28]=1[C:39]1[CH:44]=[CH:43][C:42]([F:45])=[C:41]([C:46]([O:48][CH3:49])=[O:47])[CH:40]=1)[CH3:25]. (4) Given the product [Cl:19][C:20]1[CH:21]=[CH:22][C:23]([C:26]2[CH:27]=[CH:28][C:29]([C:32]#[C:33][C:2]3[CH:7]=[CH:6][C:5]([N:8]4[CH2:12][CH2:11][CH:10]([N:13]5[CH2:18][CH2:17][CH2:16][CH2:15][CH2:14]5)[CH2:9]4)=[CH:4][CH:3]=3)=[N:30][CH:31]=2)=[CH:24][CH:25]=1, predict the reactants needed to synthesize it. The reactants are: I[C:2]1[CH:7]=[CH:6][C:5]([N:8]2[CH2:12][CH2:11][CH:10]([N:13]3[CH2:18][CH2:17][CH2:16][CH2:15][CH2:14]3)[CH2:9]2)=[CH:4][CH:3]=1.[Cl:19][C:20]1[CH:25]=[CH:24][C:23]([C:26]2[CH:27]=[CH:28][C:29]([C:32]#[CH:33])=[N:30][CH:31]=2)=[CH:22][CH:21]=1. (5) Given the product [NH2:8][C:9]1[C:18]2[CH2:17][CH2:16][CH2:15][C:14]3[CH:19]=[C:20]([N:23]4[CH2:27][C@H:26]([CH2:28][NH:29][C:30](=[O:32])[CH3:31])[O:25][C:24]4=[O:33])[CH:21]=[CH:22][C:13]=3[C:12]=2[NH:11][N:10]=1, predict the reactants needed to synthesize it. The reactants are: COC1C=CC(C[NH:8][C:9]2[C:18]3[CH2:17][CH2:16][CH2:15][C:14]4[CH:19]=[C:20]([N:23]5[CH2:27][C@H:26]([CH2:28][NH:29][C:30](=[O:32])[CH3:31])[O:25][C:24]5=[O:33])[CH:21]=[CH:22][C:13]=4[C:12]=3[NH:11][N:10]=2)=CC=1.C([SiH](CC)CC)C.FC(F)(F)C(O)=O. (6) Given the product [ClH:1].[Cl:1][C:2]1[CH:3]=[CH:4][C:5]([CH2:6][NH:7][C:8]([C:10]2[C:11](=[O:27])[C:12]3[CH:19]=[C:18]([CH2:20][N:21]4[CH2:22][CH2:23][O:24][CH2:25][CH2:26]4)[S:17][C:13]=3[N:14]([CH3:16])[CH:15]=2)=[O:9])=[CH:28][CH:29]=1, predict the reactants needed to synthesize it. The reactants are: [Cl:1][C:2]1[CH:29]=[CH:28][C:5]([CH2:6][NH:7][C:8]([C:10]2[C:11](=[O:27])[C:12]3[CH:19]=[C:18]([CH2:20][N:21]4[CH2:26][CH2:25][O:24][CH2:23][CH2:22]4)[S:17][C:13]=3[N:14]([CH3:16])[CH:15]=2)=[O:9])=[CH:4][CH:3]=1.